Predict the product of the given reaction. From a dataset of Forward reaction prediction with 1.9M reactions from USPTO patents (1976-2016). (1) Given the reactants [CH3:1][O:2][C:3]([C:5]1[N:6]=[C:7]([C:18]2[CH:23]=[CH:22][C:21]([C:24]([F:27])([F:26])[F:25])=[CH:20][CH:19]=2)[O:8][C:9]=1[C:10]1[CH:15]=[CH:14][C:13]([C:16]#[N:17])=[CH:12][CH:11]=1)=[O:4].Cl.[NH2:29][OH:30].C(N(CC)CC)C, predict the reaction product. The product is: [CH3:1][O:2][C:3]([C:5]1[N:6]=[C:7]([C:18]2[CH:23]=[CH:22][C:21]([C:24]([F:27])([F:25])[F:26])=[CH:20][CH:19]=2)[O:8][C:9]=1[C:10]1[CH:15]=[CH:14][C:13]([C:16](=[NH:17])[NH:29][OH:30])=[CH:12][CH:11]=1)=[O:4]. (2) Given the reactants [CH3:1][Mg]Br.[CH2:4]([C@@:7]1([CH3:34])[CH2:12][C@H:11]([C:13]2[CH:18]=[CH:17][CH:16]=[C:15]([Cl:19])[CH:14]=2)[C@@H:10]([C:20]2[CH:25]=[CH:24][C:23]([Cl:26])=[CH:22][CH:21]=2)[N:9]([C@@H:27]([CH:30]([CH3:32])[CH3:31])[CH:28]=[O:29])[C:8]1=[O:33])[CH:5]=[CH2:6], predict the reaction product. The product is: [CH2:4]([C@@:7]1([CH3:34])[CH2:12][C@H:11]([C:13]2[CH:18]=[CH:17][CH:16]=[C:15]([Cl:19])[CH:14]=2)[C@@H:10]([C:20]2[CH:21]=[CH:22][C:23]([Cl:26])=[CH:24][CH:25]=2)[N:9]([CH:27]([CH:30]([CH3:31])[CH3:32])[C@@H:28]([OH:29])[CH3:1])[C:8]1=[O:33])[CH:5]=[CH2:6]. (3) Given the reactants I[C:2]1[CH:7]=[CH:6][C:5]([O:8][CH2:9][CH2:10][CH2:11][N:12]2[CH2:17][CH2:16][CH2:15][C:14]([CH3:19])([CH3:18])[CH2:13]2)=[CH:4][CH:3]=1.C([Mg]Cl)(C)C.[C:25]([N:32]1[CH2:37][CH2:36][CH2:35][CH2:34][C:33]1=O)([O:27][C:28]([CH3:31])([CH3:30])[CH3:29])=[O:26].[Cl-].[NH4+].C1C[O:44]CC1, predict the reaction product. The product is: [CH3:18][C:14]1([CH3:19])[CH2:15][CH2:16][CH2:17][N:12]([CH2:11][CH2:10][CH2:9][O:8][C:5]2[CH:6]=[CH:7][C:2]([C:35]3([OH:44])[CH2:36][CH2:37][N:32]([C:25]([O:27][C:28]([CH3:31])([CH3:30])[CH3:29])=[O:26])[CH2:33][CH2:34]3)=[CH:3][CH:4]=2)[CH2:13]1. (4) Given the reactants Cl.C([O:9][P:10]([CH2:19][C@H:20]([OH:23])[CH2:21][NH2:22])([CH2:12][CH:13]1[CH2:18][CH2:17][CH2:16][CH2:15][CH2:14]1)=[O:11])C1C=CC=CC=1.C1C=CC(COC([NH:34][C@H:35]([C:40](O)=[O:41])[CH2:36][C:37]([NH2:39])=[O:38])=O)=CC=1, predict the reaction product. The product is: [NH2:34][C@@H:35]([CH2:36][C:37](=[O:38])[NH2:39])[C:40]([NH:22][CH2:21][C@@H:20]([OH:23])[CH2:19][P:10]([CH2:12][CH:13]1[CH2:14][CH2:15][CH2:16][CH2:17][CH2:18]1)(=[O:11])[OH:9])=[O:41].